This data is from Full USPTO retrosynthesis dataset with 1.9M reactions from patents (1976-2016). The task is: Predict the reactants needed to synthesize the given product. The reactants are: Br[CH2:2][C:3]1[C:12]([Cl:13])=[N:11][CH:10]=[CH:9][C:4]=1[C:5]([O:7]C)=O.Cl.[F:15][C:16]1[CH:17]=[C:18]([CH:28]([NH2:30])[CH3:29])[CH:19]=[N:20][C:21]=1[O:22][CH2:23][C:24]([F:27])([F:26])[F:25]. Given the product [Cl:13][C:12]1[C:3]2[CH2:2][N:30]([CH:28]([C:18]3[CH:19]=[N:20][C:21]([O:22][CH2:23][C:24]([F:26])([F:27])[F:25])=[C:16]([F:15])[CH:17]=3)[CH3:29])[C:5](=[O:7])[C:4]=2[CH:9]=[CH:10][N:11]=1, predict the reactants needed to synthesize it.